From a dataset of NCI-60 drug combinations with 297,098 pairs across 59 cell lines. Regression. Given two drug SMILES strings and cell line genomic features, predict the synergy score measuring deviation from expected non-interaction effect. (1) Drug 1: C1=CC(=CC=C1CCC2=CNC3=C2C(=O)NC(=N3)N)C(=O)NC(CCC(=O)O)C(=O)O. Drug 2: CC1CCCC2(C(O2)CC(NC(=O)CC(C(C(=O)C(C1O)C)(C)C)O)C(=CC3=CSC(=N3)C)C)C. Cell line: NCI-H460. Synergy scores: CSS=31.5, Synergy_ZIP=3.17, Synergy_Bliss=1.68, Synergy_Loewe=0.481, Synergy_HSA=0.776. (2) Drug 1: CC12CCC3C(C1CCC2=O)CC(=C)C4=CC(=O)C=CC34C. Drug 2: C1=C(C(=O)NC(=O)N1)N(CCCl)CCCl. Cell line: M14. Synergy scores: CSS=38.7, Synergy_ZIP=-6.16, Synergy_Bliss=-3.39, Synergy_Loewe=-13.9, Synergy_HSA=-2.20. (3) Drug 1: C1=NC2=C(N1)C(=S)N=C(N2)N. Drug 2: CC1=C(C(=O)C2=C(C1=O)N3CC4C(C3(C2COC(=O)N)OC)N4)N. Cell line: HCT-15. Synergy scores: CSS=51.0, Synergy_ZIP=-0.837, Synergy_Bliss=-1.26, Synergy_Loewe=-10.4, Synergy_HSA=1.35. (4) Drug 1: CC1C(C(CC(O1)OC2CC(CC3=C2C(=C4C(=C3O)C(=O)C5=C(C4=O)C(=CC=C5)OC)O)(C(=O)C)O)N)O.Cl. Drug 2: CC12CCC3C(C1CCC2OP(=O)(O)O)CCC4=C3C=CC(=C4)OC(=O)N(CCCl)CCCl.[Na+]. Cell line: A549. Synergy scores: CSS=22.7, Synergy_ZIP=-6.09, Synergy_Bliss=-1.96, Synergy_Loewe=-19.6, Synergy_HSA=-2.44.